This data is from NCI-60 drug combinations with 297,098 pairs across 59 cell lines. The task is: Regression. Given two drug SMILES strings and cell line genomic features, predict the synergy score measuring deviation from expected non-interaction effect. (1) Drug 1: COC1=CC(=CC(=C1O)OC)C2C3C(COC3=O)C(C4=CC5=C(C=C24)OCO5)OC6C(C(C7C(O6)COC(O7)C8=CC=CS8)O)O. Drug 2: C1=NC(=NC(=O)N1C2C(C(C(O2)CO)O)O)N. Cell line: NCI/ADR-RES. Synergy scores: CSS=2.62, Synergy_ZIP=-0.163, Synergy_Bliss=1.10, Synergy_Loewe=-0.0623, Synergy_HSA=-0.0878. (2) Drug 1: C1=C(C(=O)NC(=O)N1)N(CCCl)CCCl. Drug 2: CC(C)(C#N)C1=CC(=CC(=C1)CN2C=NC=N2)C(C)(C)C#N. Cell line: SF-268. Synergy scores: CSS=19.3, Synergy_ZIP=-0.289, Synergy_Bliss=-2.99, Synergy_Loewe=-3.77, Synergy_HSA=-3.88. (3) Drug 1: CC(C)(C#N)C1=CC(=CC(=C1)CN2C=NC=N2)C(C)(C)C#N. Drug 2: COC1=NC(=NC2=C1N=CN2C3C(C(C(O3)CO)O)O)N. Cell line: M14. Synergy scores: CSS=2.89, Synergy_ZIP=6.52, Synergy_Bliss=2.84, Synergy_Loewe=-1.03, Synergy_HSA=0.152.